Dataset: Full USPTO retrosynthesis dataset with 1.9M reactions from patents (1976-2016). Task: Predict the reactants needed to synthesize the given product. Given the product [Ca:5].[NH2:6][C@H:7]([C:13]([OH:15])=[O:14])[CH2:8][C:1]([OH:3])=[O:4], predict the reactants needed to synthesize it. The reactants are: [C:1](=[O:4])([O-:3])[O-].[Ca+2:5].[NH2:6][C@H:7]([C:13]([OH:15])=[O:14])[CH2:8]CC(O)=O.